Dataset: Catalyst prediction with 721,799 reactions and 888 catalyst types from USPTO. Task: Predict which catalyst facilitates the given reaction. Reactant: [NH2:1][C:2]1[N:7]=[CH:6][N:5]=[C:4]2[N:8]([CH:12]3[CH2:17][CH2:16][C:15](=O)[CH2:14][CH2:13]3)[N:9]=[C:10]([I:11])[C:3]=12.COCCOC.[N+:25](CS(C1C=CC(C)=CC=1)(=O)=O)#[C-:26].CC(C)([O-])C.[K+]. Product: [NH2:1][C:2]1[N:7]=[CH:6][N:5]=[C:4]2[N:8]([CH:12]3[CH2:17][CH2:16][CH:15]([C:26]#[N:25])[CH2:14][CH2:13]3)[N:9]=[C:10]([I:11])[C:3]=12. The catalyst class is: 8.